Dataset: Catalyst prediction with 721,799 reactions and 888 catalyst types from USPTO. Task: Predict which catalyst facilitates the given reaction. Reactant: Br[C:2]1[CH:7]=[CH:6][CH:5]=[CH:4][N:3]=1.C([Li])CCC.[C:13](OCC)(=[O:19])[C:14]([O:16][CH2:17][CH3:18])=[O:15]. Product: [N:3]1[CH:4]=[CH:5][CH:6]=[CH:7][C:2]=1[C:13]([C:14]([O:16][CH2:17][CH3:18])=[O:15])=[O:19]. The catalyst class is: 788.